The task is: Regression. Given a peptide amino acid sequence and an MHC pseudo amino acid sequence, predict their binding affinity value. This is MHC class I binding data.. This data is from Peptide-MHC class I binding affinity with 185,985 pairs from IEDB/IMGT. (1) The peptide sequence is TEYDGHINL. The MHC is HLA-B18:01 with pseudo-sequence HLA-B18:01. The binding affinity (normalized) is 0.774. (2) The peptide sequence is YLIIICVLVV. The MHC is HLA-A02:06 with pseudo-sequence HLA-A02:06. The binding affinity (normalized) is 0.389. (3) The binding affinity (normalized) is 0.140. The MHC is HLA-A24:02 with pseudo-sequence HLA-A24:02. The peptide sequence is RTAFGGKYM. (4) The peptide sequence is RGRAATMAL. The MHC is HLA-A31:01 with pseudo-sequence HLA-A31:01. The binding affinity (normalized) is 0.0847. (5) The peptide sequence is YLPEVISTI. The MHC is HLA-A33:01 with pseudo-sequence HLA-A33:01. The binding affinity (normalized) is 0. (6) The peptide sequence is MPWLDNIVE. The MHC is HLA-A02:12 with pseudo-sequence HLA-A02:12. The binding affinity (normalized) is 0.0847.